This data is from Catalyst prediction with 721,799 reactions and 888 catalyst types from USPTO. The task is: Predict which catalyst facilitates the given reaction. (1) Reactant: Br[C:2]1[CH:7]=[C:6]([F:8])[C:5]([C:9]2[N:13]([CH3:14])[N:12]=[C:11]([CH3:15])[C:10]=2[C:16]([C:18]2[CH:23]=[CH:22][C:21]([F:24])=[CH:20][C:19]=2[Cl:25])=[O:17])=[C:4]([F:26])[CH:3]=1.[B:27]1([B:27]2[O:31][C:30]([CH3:33])([CH3:32])[C:29]([CH3:35])([CH3:34])[O:28]2)[O:31][C:30]([CH3:33])([CH3:32])[C:29]([CH3:35])([CH3:34])[O:28]1.C([O-])(=O)C.[K+]. Product: [Cl:25][C:19]1[CH:20]=[C:21]([F:24])[CH:22]=[CH:23][C:18]=1[C:16]([C:10]1[C:11]([CH3:15])=[N:12][N:13]([CH3:14])[C:9]=1[C:5]1[C:6]([F:8])=[CH:7][C:2]([B:27]2[O:31][C:30]([CH3:33])([CH3:32])[C:29]([CH3:35])([CH3:34])[O:28]2)=[CH:3][C:4]=1[F:26])=[O:17]. The catalyst class is: 873. (2) Reactant: [Cl:1][C:2]1[CH:17]=[CH:16][C:15]([Cl:18])=[CH:14][C:3]=1[O:4][C:5]1[N:13]=[CH:12][CH:11]=[CH:10][C:6]=1[C:7]([OH:9])=O.[CH3:19][O:20][C:21]1[CH:22]=[CH:23][CH:24]=[C:25]2[C:30]=1[NH:29][CH2:28][CH2:27][CH2:26]2.C(N(C(C)C)C(C)C)C.CN(C(ON1N=NC2C=CC=NC1=2)=[N+](C)C)C.F[P-](F)(F)(F)(F)F. Product: [Cl:1][C:2]1[CH:17]=[CH:16][C:15]([Cl:18])=[CH:14][C:3]=1[O:4][C:5]1[C:6]([C:7]([N:29]2[C:30]3[C:25](=[CH:24][CH:23]=[CH:22][C:21]=3[O:20][CH3:19])[CH2:26][CH2:27][CH2:28]2)=[O:9])=[CH:10][CH:11]=[CH:12][N:13]=1. The catalyst class is: 3.